From a dataset of Catalyst prediction with 721,799 reactions and 888 catalyst types from USPTO. Predict which catalyst facilitates the given reaction. (1) Reactant: [C:1]([N:4]1[C@@H:10]([CH3:11])[C@H:9]([NH:12][C:13](=[O:25])[C@@H:14]([N:16](C)[C:17](=O)OC(C)(C)C)[CH3:15])[C:8](=[O:26])[N:7]([CH2:27][C:28]2[C:37]3[C:32](=[CH:33][CH:34]=[CH:35][CH:36]=3)[CH:31]=[CH:30][C:29]=2[CH3:38])[C:6]2[CH:39]=[CH:40][C:41]([C:43]#[N:44])=[CH:42][C:5]1=2)(=[O:3])[CH3:2].[ClH:45]. Product: [ClH:45].[C:1]([N:4]1[C@@H:10]([CH3:11])[C@H:9]([NH:12][C:13](=[O:25])[C@@H:14]([NH:16][CH3:17])[CH3:15])[C:8](=[O:26])[N:7]([CH2:27][C:28]2[C:37]3[C:32](=[CH:33][CH:34]=[CH:35][CH:36]=3)[CH:31]=[CH:30][C:29]=2[CH3:38])[C:6]2[CH:39]=[CH:40][C:41]([C:43]#[N:44])=[CH:42][C:5]1=2)(=[O:3])[CH3:2]. The catalyst class is: 440. (2) Reactant: [N:1]1[CH:6]=[C:5]([C:7]([C:9]2[CH:10]=[C:11]3[C:16](=[C:17]([CH:19]=[CH2:20])[CH:18]=2)[N:15]=[CH:14][CH:13]=[CH:12]3)=[O:8])[CH:4]=[N:3][CH:2]=1.CO.[BH4-].[Na+].O. The catalyst class is: 1. Product: [N:3]1[CH:4]=[C:5]([CH:7]([C:9]2[CH:10]=[C:11]3[C:16](=[C:17]([CH:19]=[CH2:20])[CH:18]=2)[N:15]=[CH:14][CH:13]=[CH:12]3)[OH:8])[CH:6]=[N:1][CH:2]=1. (3) Reactant: [C:1]([N:4]1[CH2:8][CH2:7][C@H:6]([N:9]2[C:14]3[N:15]=[C:16](S(C)(=O)=O)[N:17]=[CH:18][C:13]=3[CH:12]=[C:11]([C:23]3[CH:28]=[CH:27][CH:26]=[CH:25][C:24]=3[CH3:29])[C:10]2=[O:30])[CH2:5]1)(=[O:3])[CH3:2].[NH2:31][CH:32]1[CH2:37][CH2:36][N:35]([C:38]([O:40][C:41]([CH3:44])([CH3:43])[CH3:42])=[O:39])[CH2:34][CH2:33]1.N1C=CC=CC=1. Product: [C:1]([N:4]1[CH2:8][CH2:7][C@H:6]([N:9]2[C:14]3[N:15]=[C:16]([NH:31][CH:32]4[CH2:33][CH2:34][N:35]([C:38]([O:40][C:41]([CH3:44])([CH3:43])[CH3:42])=[O:39])[CH2:36][CH2:37]4)[N:17]=[CH:18][C:13]=3[CH:12]=[C:11]([C:23]3[CH:28]=[CH:27][CH:26]=[CH:25][C:24]=3[CH3:29])[C:10]2=[O:30])[CH2:5]1)(=[O:3])[CH3:2]. The catalyst class is: 6. (4) The catalyst class is: 2. Reactant: [CH3:1][C@@H:2]1[CH2:7][CH2:6][CH2:5][NH:4][C@@H:3]1[CH2:8][N:9]1C(=O)C2C(=CC=CC=2)C1=O.C(N(CC)C(C)C)C.[CH2:28]([O:31][C:32](Cl)=[O:33])[CH:29]=[CH2:30]. Product: [NH2:9][CH2:8][C@@H:3]1[C@H:2]([CH3:1])[CH2:7][CH2:6][CH2:5][N:4]1[C:32]([O:31][CH2:28][CH:29]=[CH2:30])=[O:33]. (5) Reactant: [F:1][C:2]1[CH:7]=[CH:6][C:5]([C:8]#[CH:9])=[CH:4][CH:3]=1.C[Mg]Br.CON(C)[C:16]([CH:18]1[CH2:23][CH2:22][CH2:21][N:20]([C:24]([O:26][C:27]([CH3:30])([CH3:29])[CH3:28])=[O:25])[CH2:19]1)=[O:17]. Product: [F:1][C:2]1[CH:7]=[CH:6][C:5]([C:8]#[C:9][C:16]([CH:18]2[CH2:23][CH2:22][CH2:21][N:20]([C:24]([O:26][C:27]([CH3:30])([CH3:29])[CH3:28])=[O:25])[CH2:19]2)=[O:17])=[CH:4][CH:3]=1. The catalyst class is: 1. (6) Reactant: [CH:1]([C@H:4]1[C:8]([C:15]2[CH:20]=[CH:19][CH:18]=[CH:17][CH:16]=2)([C:9]2[CH:14]=[CH:13][CH:12]=[CH:11][CH:10]=2)[O:7][C:6](=[O:21])[NH:5]1)([CH3:3])[CH3:2].C([Li])CCC.CCCCCC.[C:33](Cl)(=[O:35])[CH3:34].[Cl-].[NH4+]. Product: [C:33]([N:5]1[C@@H:4]([CH:1]([CH3:3])[CH3:2])[C:8]([C:15]2[CH:16]=[CH:17][CH:18]=[CH:19][CH:20]=2)([C:9]2[CH:14]=[CH:13][CH:12]=[CH:11][CH:10]=2)[O:7][C:6]1=[O:21])(=[O:35])[CH3:34]. The catalyst class is: 7. (7) Reactant: [O:1]=[C:2]1[CH2:10][C:9]2[C:4](=[CH:5][C:6]([NH:11][C:12]3[CH:13]=[C:14]([NH:18][C:19]([NH:21][C:22]4[CH:27]=[C:26]([F:28])[C:25]([F:29])=[CH:24][C:23]=4[F:30])=[O:20])[CH:15]=[CH:16][CH:17]=3)=[CH:7][CH:8]=2)[NH:3]1.[NH:31]1[CH:35]=[CH:34][CH:33]=[C:32]1[CH:36]=O.N1CCCCC1. Product: [O:1]=[C:2]1[C:10](=[CH:36][C:32]2[NH:31][CH:35]=[CH:34][CH:33]=2)[C:9]2[C:4](=[CH:5][C:6]([NH:11][C:12]3[CH:13]=[C:14]([NH:18][C:19]([NH:21][C:22]4[CH:27]=[C:26]([F:28])[C:25]([F:29])=[CH:24][C:23]=4[F:30])=[O:20])[CH:15]=[CH:16][CH:17]=3)=[CH:7][CH:8]=2)[NH:3]1. The catalyst class is: 8. (8) Reactant: [CH3:1][S:2][C:3]1[CH:8]=[CH:7][C:6](B(O)O)=[CH:5][CH:4]=1.[F-].[Cs+].Cl[C:15]1[CH:23]=[C:22]2[C:18]([C:19]([NH:32][C:33](=[O:37])[CH2:34][CH2:35][CH3:36])=[N:20][N:21]2[CH2:24][O:25][CH2:26][CH2:27][Si:28]([CH3:31])([CH3:30])[CH3:29])=[CH:17][CH:16]=1. Product: [CH3:1][S:2][C:3]1[CH:8]=[CH:7][C:6]([C:15]2[CH:23]=[C:22]3[C:18]([C:19]([NH:32][C:33](=[O:37])[CH2:34][CH2:35][CH3:36])=[N:20][N:21]3[CH2:24][O:25][CH2:26][CH2:27][Si:28]([CH3:31])([CH3:29])[CH3:30])=[CH:17][CH:16]=2)=[CH:5][CH:4]=1. The catalyst class is: 160. (9) Reactant: [C:1]([O:5][C:6]([NH:8][C@H:9]([C:11]([OH:13])=O)[CH3:10])=[O:7])([CH3:4])([CH3:3])[CH3:2].C(N(CC)CC)C.ClC(OC(C)C)=O.C1(C)C=CC=CC=1.[NH2:35][CH2:36][CH:37]([OH:39])[CH3:38]. Product: [C:1]([O:5][C:6](=[O:7])[NH:8][C@H:9]([C:11](=[O:13])[NH:35][CH2:36][CH:37]([OH:39])[CH3:38])[CH3:10])([CH3:2])([CH3:3])[CH3:4]. The catalyst class is: 1.